The task is: Predict the reactants needed to synthesize the given product.. This data is from Full USPTO retrosynthesis dataset with 1.9M reactions from patents (1976-2016). (1) The reactants are: [CH:1]1N=C[N:3]([C:6]([N:8]2C=N[CH:10]=[CH:9]2)=[O:7])[CH:2]=1.C(N)[C:14]1[CH:19]=[CH:18]C=[CH:16][CH:15]=1.NC1[CH:30]=[CH:29][C:25]([C:26]([OH:28])=[O:27])=[CH:24][CH:23]=1. Given the product [CH2:9]([NH:8][C:6](=[O:7])[NH:3][CH2:2][C:1]1[CH:23]=[CH:24][C:25]([C:26]([OH:28])=[O:27])=[CH:29][CH:30]=1)[C:10]1[CH:18]=[CH:19][CH:14]=[CH:15][CH:16]=1, predict the reactants needed to synthesize it. (2) Given the product [CH3:3][O:4][C:5]1[CH:51]=[C:50]([O:52][CH3:53])[CH:49]=[CH:48][C:6]=1[CH2:7][N:8]([C:43]1[S:47][N:46]=[CH:45][N:44]=1)[S:9]([C:12]1[C:41]([F:42])=[CH:40][C:15]2[N:16]([C@@H:20]([C:22]3[CH:27]=[CH:26][CH:25]=[CH:24][C:23]=3[C:28]3([F:60])[CH2:31][N:30]([C:32]([O:34][C:35]([CH3:38])([CH3:37])[CH3:36])=[O:33])[CH2:29]3)[CH3:21])[C:17](=[O:19])[O:18][C:14]=2[CH:13]=1)(=[O:10])=[O:11], predict the reactants needed to synthesize it. The reactants are: N#N.[CH3:3][O:4][C:5]1[CH:51]=[C:50]([O:52][CH3:53])[CH:49]=[CH:48][C:6]=1[CH2:7][N:8]([C:43]1[S:47][N:46]=[CH:45][N:44]=1)[S:9]([C:12]1[C:41]([F:42])=[CH:40][C:15]2[N:16]([C@@H:20]([C:22]3[CH:27]=[CH:26][CH:25]=[CH:24][C:23]=3[C:28]3(O)[CH2:31][N:30]([C:32]([O:34][C:35]([CH3:38])([CH3:37])[CH3:36])=[O:33])[CH2:29]3)[CH3:21])[C:17](=[O:19])[O:18][C:14]=2[CH:13]=1)(=[O:11])=[O:10].CCN(S(F)(F)[F:60])CC. (3) Given the product [Cl:11][C:10]1[C:2](=[O:1])[NH:3][CH:4]=[C:5]([C:6]([OH:8])=[O:7])[CH:9]=1, predict the reactants needed to synthesize it. The reactants are: [OH:1][C:2]1[CH:10]=[CH:9][C:5]([C:6]([OH:8])=[O:7])=[CH:4][N:3]=1.[Cl:11]N1C(=O)CCC1=O. (4) Given the product [F:29][C:11]1[CH:10]=[C:9]([CH2:8][CH:7]([NH:30][C:31]([C:33]2[CH:34]=[C:35]([C:39]3[CH:40]=[CH:41][C:42]([CH3:45])=[CH:43][CH:44]=3)[CH:36]=[CH:37][CH:38]=2)=[O:32])[C:6]([OH:46])=[O:5])[CH:14]=[CH:13][C:12]=1[C:15]1[N:19]=[C:18]([C:20]([N:22]2[CH2:23][CH2:24][CH:25]([CH3:28])[CH2:26][CH2:27]2)=[O:21])[O:17][N:16]=1, predict the reactants needed to synthesize it. The reactants are: C([O:5][C:6](=[O:46])[CH:7]([NH:30][C:31]([C:33]1[CH:34]=[C:35]([C:39]2[CH:44]=[CH:43][C:42]([CH3:45])=[CH:41][CH:40]=2)[CH:36]=[CH:37][CH:38]=1)=[O:32])[CH2:8][C:9]1[CH:14]=[CH:13][C:12]([C:15]2[N:19]=[C:18]([C:20]([N:22]3[CH2:27][CH2:26][CH:25]([CH3:28])[CH2:24][CH2:23]3)=[O:21])[O:17][N:16]=2)=[C:11]([F:29])[CH:10]=1)(C)(C)C.COC(C1ON=C(C2C=CC(CC(C(OC(C)(C)C)=O)NC(C3C=C(C4C=CC(C)=CC=4)C=CC=3)=O)=CC=2F)N=1)=O.CC1CCNCC1. (5) Given the product [NH2:3][C:2]1[S:1][C:11]2[C:6]([N:5]=1)=[CH:7][CH:8]=[C:9]([O:12][C:13]1[CH:14]=[C:15]([NH:20][C:21](=[O:27])[O:22][C:23]([CH3:25])([CH3:24])[CH3:26])[CH:16]=[CH:17][C:18]=1[CH3:19])[N:10]=2, predict the reactants needed to synthesize it. The reactants are: [S-:1][C:2]#[N:3].[K+].[NH2:5][C:6]1[CH:7]=[CH:8][C:9]([O:12][C:13]2[CH:14]=[C:15]([NH:20][C:21](=[O:27])[O:22][C:23]([CH3:26])([CH3:25])[CH3:24])[CH:16]=[CH:17][C:18]=2[CH3:19])=[N:10][CH:11]=1.BrBr.